This data is from Full USPTO retrosynthesis dataset with 1.9M reactions from patents (1976-2016). The task is: Predict the reactants needed to synthesize the given product. (1) Given the product [Br:3][C:4]1[C:10]2[CH:11]=[CH:12][CH:13]=[CH:14][C:9]=2[C:8](=[O:15])[C:7]2[CH:16]=[CH:17][CH:18]=[CH:19][C:6]=2[CH:5]=1, predict the reactants needed to synthesize it. The reactants are: [OH-].[Na+].[Br:3][CH:4]1[C:10]2[CH:11]=[CH:12][CH:13]=[CH:14][C:9]=2[C:8](=[O:15])[C:7]2[CH:16]=[CH:17][CH:18]=[CH:19][C:6]=2[CH:5]1Br. (2) The reactants are: N[C:2]1[C:7]([Br:8])=[CH:6][C:5]([N+:9]([O-:11])=[O:10])=[CH:4][C:3]=1[OH:12].S(=O)(=O)(O)O.N([O-])=O.[Na+]. Given the product [Br:8][C:7]1[CH:2]=[C:3]([OH:12])[CH:4]=[C:5]([N+:9]([O-:11])=[O:10])[CH:6]=1, predict the reactants needed to synthesize it. (3) Given the product [NH2:9][C:10]1[N:15]=[CH:14][N:13]=[C:12]2[N:16]([CH:20]([C:22]3[C:23]([O:39][CH3:40])=[C:24]([C:30]4[CH:35]=[CH:34][N:33]=[C:32]([C:36]([N:2]([CH3:3])[CH3:1])=[O:37])[CH:31]=4)[C:25]([CH3:29])=[C:26]([Cl:28])[CH:27]=3)[CH3:21])[N:17]=[C:18]([CH3:19])[C:11]=12, predict the reactants needed to synthesize it. The reactants are: [CH3:1][NH:2][CH3:3].C1COCC1.[NH2:9][C:10]1[N:15]=[CH:14][N:13]=[C:12]2[N:16]([CH:20]([C:22]3[C:23]([O:39][CH3:40])=[C:24]([C:30]4[CH:35]=[CH:34][N:33]=[C:32]([C:36](O)=[O:37])[CH:31]=4)[C:25]([CH3:29])=[C:26]([Cl:28])[CH:27]=3)[CH3:21])[N:17]=[C:18]([CH3:19])[C:11]=12.F[P-](F)(F)(F)(F)F.N1(O[P+](N(C)C)(N(C)C)N(C)C)C2C=CC=CC=2N=N1.C(N(CC)CC)C. (4) Given the product [CH3:1][CH:2]1[CH:6]([CH3:10])[C:7](=[O:9])[O:8][C:3]1=[O:4], predict the reactants needed to synthesize it. The reactants are: [CH3:1][CH:2]([CH:6]([CH3:10])[C:7]([OH:9])=[O:8])[C:3](O)=[O:4].CC(OC(C)=O)=O. (5) Given the product [F:25][C:26]1([F:33])[CH2:31][CH2:18][C:3]2([N:2]([CH3:1])[C:7]3[CH:8]=[C:9]([C:11]4[CH:15]=[N:14][NH:13][CH:12]=4)[S:10][C:6]=3[C:5](=[O:16])[NH:4]2)[CH2:17][CH2:27]1, predict the reactants needed to synthesize it. The reactants are: [CH3:1][N:2]1[C:7]2[CH:8]=[C:9]([C:11]3[CH:12]=[N:13][NH:14][CH:15]=3)[S:10][C:6]=2[C:5](=[O:16])[NH:4][C:3]1([CH3:18])[CH3:17].Cl.C([O-])(O)=O.[Na+].[F:25][C:26]1([F:33])[CH2:31]CC(=O)C[CH2:27]1.CC1(C)C2(CS(O)(=O)=O)C(CC1CC2)=O.[O-]S([O-])(=O)=O.[Mg+2]. (6) Given the product [F:1][C:2]([F:13])([F:14])[C:3]1[CH:12]=[CH:11][C:6]([C:7]2[O:8][C:21]([NH2:20])=[N:10][N:9]=2)=[CH:5][CH:4]=1, predict the reactants needed to synthesize it. The reactants are: [F:1][C:2]([F:14])([F:13])[C:3]1[CH:12]=[CH:11][C:6]([C:7]([NH:9][NH2:10])=[O:8])=[CH:5][CH:4]=1.C(=O)(O)[O-].[Na+].[N:20]#[C:21]Br. (7) The reactants are: [OH:1][C:2]1[CH:7]=[CH:6][C:5]([CH2:8][C:9]([NH:11][C@H:12]2[CH2:17][CH2:16][C@H:15](/[CH:18]=[CH:19]\[CH:20]([CH3:22])[CH3:21])[CH2:14][CH2:13]2)=[O:10])=[CH:4][C:3]=1[O:23][CH3:24]. Given the product [OH:1][C:2]1[CH:7]=[CH:6][C:5]([CH2:8][C:9]([NH:11][C@H:12]2[CH2:17][CH2:16][C@H:15]([CH2:18][CH2:19][CH:20]([CH3:21])[CH3:22])[CH2:14][CH2:13]2)=[O:10])=[CH:4][C:3]=1[O:23][CH3:24], predict the reactants needed to synthesize it.